The task is: Predict the reaction yield, written as a fraction of the theoretical maximum amount of product (1.0 means a 100% yield; for example, 0.34 means a 34% yield).. This data is from Reaction yield outcomes from USPTO patents with 853,638 reactions. The reactants are [CH2:1]([O:3][CH:4]([O:13][CH2:14][CH3:15])[C:5]1[CH:6]=[CH:7][C:8]([CH:11]=[O:12])=[N:9][CH:10]=1)[CH3:2].C1(C)C=CC(S([CH2:25][N+:26]#[C-:27])(=O)=O)=CC=1.C(=O)([O-])[O-].[K+].[K+].O. The catalyst is CO. The product is [CH2:14]([O:13][CH:4]([O:3][CH2:1][CH3:2])[C:5]1[CH:6]=[CH:7][C:8]([C:11]2[O:12][CH:27]=[N:26][CH:25]=2)=[N:9][CH:10]=1)[CH3:15]. The yield is 0.920.